This data is from Reaction yield outcomes from USPTO patents with 853,638 reactions. The task is: Predict the reaction yield, written as a fraction of the theoretical maximum amount of product (1.0 means a 100% yield; for example, 0.34 means a 34% yield). (1) The reactants are [NH:1]1[CH:5]=[CH:4][N:3]=[C:2]1[C:6]1[C:7]([O:24][CH3:25])=[CH:8][C:9]([CH:21]([CH3:23])[CH3:22])=[C:10]([CH:20]=1)[O:11][C:12]1[CH:13]([NH2:19])[NH:14][C:15]([NH2:18])=[N:16][CH:17]=1.I[CH3:27].[OH-].[K+]. The catalyst is CC(C)=O. The product is [CH:21]([C:9]1[CH:8]=[C:7]([O:24][CH3:25])[C:6]([C:2]2[N:1]([CH3:27])[CH:5]=[CH:4][N:3]=2)=[CH:20][C:10]=1[O:11][C:12]1[CH:13]([NH2:19])[NH:14][C:15]([NH2:18])=[N:16][CH:17]=1)([CH3:23])[CH3:22]. The yield is 0.520. (2) The reactants are [CH3:1][N:2]([C@@H:4]1[C:22](=[O:23])[C:21]([C:24]([NH2:26])=[O:25])=[C:20]([OH:27])[C@:19]2([OH:28])[C@H:5]1[CH2:6][C@H:7]1[C:16]([C:17]2=[O:18])=[C:15]([OH:29])[C:14]2[C:9](=[C:10](I)[CH:11]=[CH:12][C:13]=2[OH:30])[CH2:8]1)[CH3:3]. The catalyst is CC([O-])=O.CC([O-])=O.[Pd+2].CO. The product is [CH3:1][N:2]([C@@H:4]1[C:22](=[O:23])[C:21]([C:24]([NH2:26])=[O:25])=[C:20]([OH:27])[C@:19]2([OH:28])[C@H:5]1[CH2:6][C@H:7]1[C:16]([C:17]2=[O:18])=[C:15]([OH:29])[C:14]2[C:9](=[C:10]([C:4]3[CH:22]=[CH:21][CH:20]=[CH:19][CH:5]=3)[CH:11]=[CH:12][C:13]=2[OH:30])[CH2:8]1)[CH3:3]. The yield is 0.420. (3) The reactants are [C:1]([C:5]1[CH:12]=[CH:11][C:10]([N+:13]([O-:15])=[O:14])=[CH:9][C:6]=1[C:7]#[N:8])([CH3:4])([CH3:3])[CH3:2].B.C1COCC1.CO.Cl. The catalyst is C1COCC1.O. The product is [C:1]([C:5]1[CH:12]=[CH:11][C:10]([N+:13]([O-:15])=[O:14])=[CH:9][C:6]=1[CH2:7][NH2:8])([CH3:4])([CH3:2])[CH3:3]. The yield is 0.430. (4) The reactants are [OH-].[Na+].[F:3][C:4]1[CH:41]=[CH:40][C:7]([CH2:8][O:9][C:10]2[CH:15]=[C:14]([CH2:16][CH2:17][C:18]([O:20]C)=[O:19])[CH:13]=[CH:12][C:11]=2[C:22]2[CH:27]=[CH:26][CH:25]=[C:24]([N:28]([CH3:39])[C:29]([NH:31][CH2:32][CH2:33][CH2:34][CH2:35][CH2:36][CH2:37][CH3:38])=[O:30])[CH:23]=2)=[CH:6][CH:5]=1. The catalyst is O1CCCC1.CO. The product is [F:3][C:4]1[CH:5]=[CH:6][C:7]([CH2:8][O:9][C:10]2[CH:15]=[C:14]([CH2:16][CH2:17][C:18]([OH:20])=[O:19])[CH:13]=[CH:12][C:11]=2[C:22]2[CH:27]=[CH:26][CH:25]=[C:24]([N:28]([CH3:39])[C:29]([NH:31][CH2:32][CH2:33][CH2:34][CH2:35][CH2:36][CH2:37][CH3:38])=[O:30])[CH:23]=2)=[CH:40][CH:41]=1. The yield is 0.640. (5) The reactants are [Cl:1][C:2]1[NH:3][C:4]2[C:9]([C:10]=1[CH:11]=[O:12])=[CH:8][CH:7]=[CH:6][CH:5]=2.[O:13]([C:20]1[CH:25]=[CH:24][C:23](B(O)O)=[CH:22][CH:21]=1)[C:14]1[CH:19]=[CH:18][CH:17]=[CH:16][CH:15]=1. No catalyst specified. The product is [Cl:1][C:2]1[N:3]([C:23]2[CH:24]=[CH:25][C:20]([O:13][C:14]3[CH:19]=[CH:18][CH:17]=[CH:16][CH:15]=3)=[CH:21][CH:22]=2)[C:4]2[C:9]([C:10]=1[CH:11]=[O:12])=[CH:8][CH:7]=[CH:6][CH:5]=2. The yield is 0.340. (6) The reactants are BrCCBr.[CH2:5](I)[C:6]([CH3:9])([CH3:8])[CH3:7].Br[C:12]1[C:17]([O:18][CH2:19][C:20]2[N:21]([CH3:25])[N:22]=[CH:23][N:24]=2)=[N:16][N:15]2[C:26]([C:29]3[CH:34]=[CH:33][CH:32]=[CH:31][C:30]=3[F:35])=[N:27][N:28]=[C:14]2[CH:13]=1.O1C=CC=C1P(C1OC=CC=1)C1OC=CC=1. The catalyst is CN(C=O)C.[Zn].C1C=CC(/C=C/C(/C=C/C2C=CC=CC=2)=O)=CC=1.C1C=CC(/C=C/C(/C=C/C2C=CC=CC=2)=O)=CC=1.C1C=CC(/C=C/C(/C=C/C2C=CC=CC=2)=O)=CC=1.[Pd].[Pd].O. The product is [CH3:7][C:6]([CH3:9])([CH3:8])[CH2:5][C:12]1[C:17]([O:18][CH2:19][C:20]2[N:21]([CH3:25])[N:22]=[CH:23][N:24]=2)=[N:16][N:15]2[C:26]([C:29]3[CH:34]=[CH:33][CH:32]=[CH:31][C:30]=3[F:35])=[N:27][N:28]=[C:14]2[CH:13]=1. The yield is 0.580. (7) The product is [Cl:21][C:18]1[CH:19]=[CH:20][C:15]([S:12]([C:7]2[CH:8]=[N:9][C:10]3[C:5]([C:6]=2[Cl:24])=[CH:4][CH:3]=[C:2]([Cl:1])[CH:11]=3)(=[O:14])=[O:13])=[CH:16][CH:17]=1. The yield is 0.850. The reactants are [Cl:1][C:2]1[CH:11]=[C:10]2[C:5]([C:6](O)=[C:7]([S:12]([C:15]3[CH:20]=[CH:19][C:18]([Cl:21])=[CH:17][CH:16]=3)(=[O:14])=[O:13])[CH:8]=[N:9]2)=[CH:4][CH:3]=1.O(Cl)[Cl:24].[P+5].[Na]. The catalyst is O. (8) The reactants are C[O:2][C:3]([C:5]1[CH:10]=[CH:9][CH:8]=[C:7]([N+:11]([O-])=O)[C:6]=1[CH:14](C(OC)=O)[C:15]([O:17]C)=O)=[O:4]. The catalyst is Cl. The product is [C:3]([C:5]1[CH:10]=[CH:9][CH:8]=[C:7]2[C:6]=1[CH2:14][C:15](=[O:17])[NH:11]2)([OH:2])=[O:4]. The yield is 0.370. (9) The reactants are [H-].[Na+].[CH3:3][C:4]1[C:12]2[C:7](=[CH:8][CH:9]=[CH:10][CH:11]=2)[NH:6][CH:5]=1.I[CH3:14]. The catalyst is CN(C=O)C. The product is [CH3:14][N:6]1[C:7]2[C:12](=[CH:11][CH:10]=[CH:9][CH:8]=2)[C:4]([CH3:3])=[CH:5]1. The yield is 0.590.